Dataset: Experimentally validated miRNA-target interactions with 360,000+ pairs, plus equal number of negative samples. Task: Binary Classification. Given a miRNA mature sequence and a target amino acid sequence, predict their likelihood of interaction. (1) The miRNA is mmu-miR-17-3p with sequence ACUGCAGUGAGGGCACUUGUAG. The protein sequence of the target gene is MAPRSLLLLLSGALALTDTWAGSHSLRYFSTAVSRPGRGEPRYIAVEYVDDTQFLRFDSDAAIPRMEPREPWVEQEGPQYWEWTTGYAKANAQTDRVALRNLLRRYNQSEAGSHTLQGMNGCDMGPDGRLLRGYHQHAYDGKDYISLNEDLRSWTAADTVAQITQRFYEAEEYAEEFRTYLEGECLELLRRYLENGKETLQRADPPKAHVAHHPISDHEATLRCWALGFYPAEITLTWQRDGEEQTQDTELVETRPAGDGTFQKWAAVVVPPGEEQRYTCHVQHEGLPQPLILRWEQSPQ.... Result: 0 (no interaction). (2) The miRNA is hsa-miR-7160-5p with sequence UGCUGAGGUCCGGGCUGUGCC. The protein sequence of the target gene is MPPWGAALALILAVLALLGLLGPRLRGPWGRAVGERTLPGAQDRDDGEEADGGGPADQFSDGREPLPGGCSLVCKPSALAQCLLRALRRSEALEAGPRSWFSGPHLQTLCHFVLPVAPGPELAREYLQLADDGLVALDWVVGPCVRGRRITSAGGLPAVLLVIPNAWGRLTRNVLGLCLLALERGYYPVIFHRRGHHGCPLVSPRLQPFGDPSDLKEAVTYIRFRHPAAPLFAVSEGSGSALLLSYLGECGSSSYVTGAACISPVLRCREWFEAGLPWPYERGFLLHQKIALSRYATALE.... Result: 1 (interaction). (3) The miRNA is hsa-miR-642a-5p with sequence GUCCCUCUCCAAAUGUGUCUUG. The protein sequence of the target gene is MNTADQARVGPADDGPAPSGEEEGEGGGEAGGKEPAADAAPGPSAAFRLMVTRREPAVKLQYAVSGLEPLAWSEDHRVSVSTARSIAVLELICDVHNPGQDLVIHRTSVPAPLNSCLLKVGSKTEVAECKEKFAASKDPTVSQTFMLDRVFNPEGKALPPMRGFKYTSWSPMGCDANGRCLLAALTMDNRLTIQANLNRLQWVQLVDLTEIYGERLYETSYRLSKNEAPEGNLGDFAEFQRRHSMQTPVRMEWSGICTTQQVKHNNECRDVGSVLLAVLFENGNIAVWQFQLPFVGKESI.... Result: 1 (interaction). (4) The miRNA is mmu-miR-125b-5p with sequence UCCCUGAGACCCUAACUUGUGA. The protein sequence of the target gene is MAAKMEITLSSNTEASSKQERHIIAKLEEKRGPPLQKNCPDPELCRQSFRRFCYQEVSGPQEALSQLRQLCRQWLQPELHTKEQILELLVMEQFLTILPPEIQARVRHRCPMSSKEIVTLVEDFHRASKKPKQWVAVCMQGQKVLLEKTGSQLGEQELPDFQPQTPRRDLRESSPAEPSQAGAYDRLSPHHWEKSPLLQEPTPKLAGTEAPRMRSDNKENPQQEGAKGAKPCAVSAGRSKGNGLQNPEPRGANMSEPRLSRRQVSSPNAQKPFAHYQRHCRVEYISSPLKSHPLRELKKS.... Result: 0 (no interaction). (5) The miRNA is hsa-miR-6752-3p with sequence UCCCUGCCCCCAUACUCCCAG. The protein sequence of the target gene is MAEPASVTVTFDDVALYFSEQEWEILEKWQKQMYKQEMKTNYETLDSLGYAFSKPDLITWMEQGRMLLISEQGCLDKTRRTTSPPTDEQLNMKNTGKLLCFDDEGTPRTKEEDCRLNGPQKQDLCAALRGKERKILLAQTATFQSPSLRETEILNKKVSITAYDPDKKDLRHKPRETPGRLEIPTGPRCYSCYVCRKVFQVRRDLLKHKRSHSKSQLCRYPKYKNSSRGKSELRRTQRLLCQKKRFQCSECEKSYFLKGSLVTHQVVHTGQRPYPCPECDKTFRYRANLKKHLCLHRGER.... Result: 0 (no interaction). (6) The miRNA is mmu-miR-409-5p with sequence AGGUUACCCGAGCAACUUUGCAU. The protein sequence of the target gene is MFSSVAHLARANPFNAPHLQLVHDGLSGPRSPPAPPRRSRHLAAAAVEEYSCEFGSMKYYALCGFGGVLSCGLTHTAVVPLDLVKCRMQVDPQKYKGIFNGFSITLKEDGVRGLAKGWAPTLIGYSMQGLCKFGFYEVFKALYSNILGEENTYLWRTSLYLASSASAEFFADIALAPMEAAKVRIQTQPGYANTLREAVPKMYKEEGLNAFYKGVAPLWMRQIPYTMMKFACFERTVEALYKFVVPKPRSECTKAEQLVVTFVAGYIAGVFCAIVSHPADSVVSVLNKEKGSTASQVLQR.... Result: 0 (no interaction).